The task is: Predict the product of the given reaction.. This data is from Forward reaction prediction with 1.9M reactions from USPTO patents (1976-2016). (1) Given the reactants [CH3:1][CH:2]1[NH:7][CH2:6][CH2:5][NH:4][C:3]1=[O:8].F[C:10]1[CH:11]=[CH:12][C:13]([N+:20]([O-:22])=[O:21])=[C:14]([C:16]([F:19])([F:18])[F:17])[CH:15]=1.C(N(CC)C(C)C)(C)C, predict the reaction product. The product is: [CH3:1][CH:2]1[N:7]([C:10]2[CH:11]=[CH:12][C:13]([N+:20]([O-:22])=[O:21])=[C:14]([C:16]([F:17])([F:19])[F:18])[CH:15]=2)[CH2:6][CH2:5][NH:4][C:3]1=[O:8]. (2) Given the reactants Cl[C:2]1[CH:3]=[C:4]([C:28]2[CH:33]=[CH:32][N:31]=[C:30]([NH:34][CH3:35])[N:29]=2)[C:5]([O:8][C:9]2[CH:10]=[C:11]([CH:24]=[CH:25][C:26]=2[CH3:27])[C:12]([NH:14][C:15]2[CH:20]=[CH:19][CH:18]=[C:17]([CH:21]([CH3:23])[CH3:22])[CH:16]=2)=[O:13])=[N:6][CH:7]=1.[NH:36]1[CH2:40][CH2:39][CH2:38][CH2:37]1.C1(P(C2CCCCC2)C2C=CC=CC=2C2C=CC=CC=2N(C)C)CCCCC1, predict the reaction product. The product is: [CH:21]([C:17]1[CH:16]=[C:15]([NH:14][C:12](=[O:13])[C:11]2[CH:24]=[CH:25][C:26]([CH3:27])=[C:9]([O:8][C:5]3[C:4]([C:28]4[CH:33]=[CH:32][N:31]=[C:30]([NH:34][CH3:35])[N:29]=4)=[CH:3][C:2]([N:36]4[CH2:40][CH2:39][CH2:38][CH2:37]4)=[CH:7][N:6]=3)[CH:10]=2)[CH:20]=[CH:19][CH:18]=1)([CH3:23])[CH3:22]. (3) Given the reactants Cl[C:2]1[C:3]2[CH:11]=[CH:10][CH:9]=[N:8][C:4]=2[N:5]=[CH:6][N:7]=1.[C:12]([C:16]1[Se:20][C:19]([C:21]([NH2:23])=[O:22])=[C:18]([NH2:24])[CH:17]=1)([CH3:15])([CH3:14])[CH3:13], predict the reaction product. The product is: [C:12]([C:16]1[Se:20][C:19]([C:21]([NH2:23])=[O:22])=[C:18]([NH:24][C:2]2[C:3]3[CH:11]=[CH:10][CH:9]=[N:8][C:4]=3[N:5]=[CH:6][N:7]=2)[CH:17]=1)([CH3:15])([CH3:13])[CH3:14]. (4) Given the reactants [Cl:1][C:2]1[CH:7]=[CH:6][CH:5]=[CH:4][C:3]=1[C:8]1[C:13]([Cl:14])=[CH:12][C:11]([O:15][CH3:16])=[C:10]([C:17]([N:19]2[CH2:24][CH2:23][N:22]([C:25](OC(C)(C)C)=[O:26])[CH2:21][CH2:20]2)=[O:18])[CH:9]=1.Cl.CO.[CH3:35][N:36]([CH3:43])[CH2:37][CH:38]=[CH:39]C(O)=O.F[P-](F)(F)(F)(F)F.N1(O[P+](N(C)C)(N(C)C)N(C)C)C2C=CC=CC=2N=N1.CCN(C(C)C)C(C)C, predict the reaction product. The product is: [Cl:1][C:2]1[CH:7]=[CH:6][CH:5]=[CH:4][C:3]=1[C:8]1[C:13]([Cl:14])=[CH:12][C:11]([O:15][CH3:16])=[C:10]([C:17]([N:19]2[CH2:20][CH2:21][N:22]([C:25](=[O:26])/[CH:39]=[CH:38]/[CH2:37][N:36]([CH3:43])[CH3:35])[CH2:23][CH2:24]2)=[O:18])[CH:9]=1. (5) Given the reactants [Br:1][C:2]1[CH:3]=[C:4]([NH:10][C:11]2[N:16]=[C:15]([O:17][CH2:18][CH2:19][N:20](C)[C:21](=O)OC(C)(C)C)[CH:14]=[CH:13][CH:12]=2)[C:5](=[O:9])[N:6]([CH3:8])[CH:7]=1.[ClH:29], predict the reaction product. The product is: [ClH:29].[Br:1][C:2]1[CH:3]=[C:4]([NH:10][C:11]2[CH:12]=[CH:13][CH:14]=[C:15]([O:17][CH2:18][CH2:19][NH:20][CH3:21])[N:16]=2)[C:5](=[O:9])[N:6]([CH3:8])[CH:7]=1. (6) Given the reactants CC(NC[CH2:7][S:8]([C:11]1[CH:32]=[CH:31][C:14]2[N:15]=[C:16]([NH:18][C:19]([NH:21][C:22](=[O:30])[C:23]3[CH:28]=[CH:27][CH:26]=[CH:25][C:24]=3[Cl:29])=[O:20])[S:17][C:13]=2[CH:12]=1)(=[O:10])=[O:9])CC.FC1C=CC(OC(=O)N[C:43]2[S:44][C:45]3C=C(S(C)(=O)=O)C=C[C:46]=3[N:47]=2)=CC=1, predict the reaction product. The product is: [Cl:29][C:24]1[CH:25]=[CH:26][C:27]([C:45]2[S:44][CH:43]=[N:47][CH:46]=2)=[CH:28][C:23]=1[C:22]([NH:21][C:19](=[O:20])[NH:18][C:16]1[S:17][C:13]2[CH:12]=[C:11]([S:8]([CH3:7])(=[O:10])=[O:9])[CH:32]=[CH:31][C:14]=2[N:15]=1)=[O:30]. (7) Given the reactants [C:1]1([CH:7]([C:32]2[CH:37]=[CH:36][CH:35]=[CH:34][CH:33]=2)[N:8]2[C:16]3[C:11](=[CH:12][CH:13]=[CH:14][CH:15]=3)[C:10]([C:18]3[C:19]([OH:30])=[CH:20][C:21]4[O:26][CH2:25][C:24](=[O:27])[N:23]([CH3:28])[C:22]=4[CH:29]=3)(O)[C:9]2=[O:31])[CH:6]=[CH:5][CH:4]=[CH:3][CH:2]=1.C(N1C2C(=CC=CC=2)C(C2C(O)=CC3N(C)C(=O)COC=3C=2)(O)C1=O)(C1C=CC=CC=1)C1C=CC=CC=1, predict the reaction product. The product is: [C:32]1([CH:7]([C:1]2[CH:2]=[CH:3][CH:4]=[CH:5][CH:6]=2)[N:8]2[C:16]3[C:11](=[CH:12][CH:13]=[CH:14][CH:15]=3)[CH:10]([C:18]3[C:19]([OH:30])=[CH:20][C:21]4[O:26][CH2:25][C:24](=[O:27])[N:23]([CH3:28])[C:22]=4[CH:29]=3)[C:9]2=[O:31])[CH:33]=[CH:34][CH:35]=[CH:36][CH:37]=1. (8) Given the reactants C(OP([O-])(OCC)=O)C.[C:10]([IH+:14]([C:21]([CH3:24])([CH3:23])[CH3:22])[C:15]1[CH:20]=[CH:19][CH:18]=[CH:17][CH:16]=1)([CH3:13])([CH3:12])[CH3:11].[F:25][C:26]1[C:31]([F:32])=[C:30]([F:33])[C:29]([F:34])=[C:28]([F:35])[C:27]=1[S:36]([OH:39])(=[O:38])=[O:37].N, predict the reaction product. The product is: [F:35][C:28]1[C:29]([F:34])=[C:30]([F:33])[C:31]([F:32])=[C:26]([F:25])[C:27]=1[S:36]([O-:39])(=[O:38])=[O:37].[C:21]([IH+:14]([C:10]([CH3:13])([CH3:12])[CH3:11])[C:15]1[CH:20]=[CH:19][CH:18]=[CH:17][CH:16]=1)([CH3:24])([CH3:23])[CH3:22].